From a dataset of Forward reaction prediction with 1.9M reactions from USPTO patents (1976-2016). Predict the product of the given reaction. (1) The product is: [CH2:24]([O:23][CH2:22][C:13]1[N:14]([CH2:15][C:16]2[O:20][N:19]=[C:18]([CH3:21])[CH:17]=2)[C:10]2[C:9]3[CH:8]=[CH:7][CH:6]=[CH:5][C:4]=3[N:3]=[C:2]([NH2:26])[C:11]=2[N:12]=1)[CH3:25]. Given the reactants Cl[C:2]1[C:11]2[N:12]=[C:13]([CH2:22][O:23][CH2:24][CH3:25])[N:14]([CH2:15][C:16]3[O:20][N:19]=[C:18]([CH3:21])[CH:17]=3)[C:10]=2[C:9]2[CH:8]=[CH:7][CH:6]=[CH:5][C:4]=2[N:3]=1.[NH3:26], predict the reaction product. (2) Given the reactants [C:1]([O:5][C:6](=[O:15])[NH:7][CH2:8][C@@H:9]([F:14])[C:10]([OH:13])([CH3:12])[CH3:11])([CH3:4])([CH3:3])[CH3:2].C(N(C(C)C)[P:20]([O:29][CH2:30][C:31]1[CH:36]=[CH:35][CH:34]=[CH:33][CH:32]=1)[O:21][CH2:22][C:23]1[CH:28]=[CH:27][CH:26]=[CH:25][CH:24]=1)(C)C.N1C=NN=N1.[OH:45]O, predict the reaction product. The product is: [C:1]([O:5][C:6](=[O:15])[NH:7][CH2:8][C@@H:9]([F:14])[C:10]([O:13][P:20]([O:21][CH2:22][C:23]1[CH:24]=[CH:25][CH:26]=[CH:27][CH:28]=1)([O:29][CH2:30][C:31]1[CH:32]=[CH:33][CH:34]=[CH:35][CH:36]=1)=[O:45])([CH3:12])[CH3:11])([CH3:4])([CH3:2])[CH3:3]. (3) Given the reactants [F:1][C:2]1[CH:7]=[C:6]([O:8][CH2:9][C:10]2[CH:15]=[CH:14][CH:13]=[C:12]([F:16])[CH:11]=2)[C:5]([F:17])=[CH:4][C:3]=1[NH2:18].[C:19]([OH:27])(=[O:26])[C:20]([CH2:22][C:23](O)=[O:24])=[CH2:21], predict the reaction product. The product is: [F:1][C:2]1[CH:7]=[C:6]([O:8][CH2:9][C:10]2[CH:15]=[CH:14][CH:13]=[C:12]([F:16])[CH:11]=2)[C:5]([F:17])=[CH:4][C:3]=1[N:18]1[C:23](=[O:24])[CH2:22][CH:20]([C:19]([OH:27])=[O:26])[CH2:21]1. (4) Given the reactants [CH:1]([N:4]1[CH2:9][CH2:8][N:7]([C:10]([CH:12]2[CH2:17][CH2:16][N:15](C(OC(C)(C)C)=O)[CH2:14][CH2:13]2)=[O:11])[C@@H:6]([CH3:25])[CH2:5]1)([CH3:3])[CH3:2].[ClH:26], predict the reaction product. The product is: [ClH:26].[ClH:26].[CH:1]([N:4]1[CH2:9][CH2:8][N:7]([C:10]([CH:12]2[CH2:13][CH2:14][NH:15][CH2:16][CH2:17]2)=[O:11])[C@@H:6]([CH3:25])[CH2:5]1)([CH3:3])[CH3:2].